From a dataset of Full USPTO retrosynthesis dataset with 1.9M reactions from patents (1976-2016). Predict the reactants needed to synthesize the given product. The reactants are: [CH3:1][C:2]1[C:11]2[C:6](=[CH:7][CH:8]=[CH:9][CH:10]=2)[C:5]([C:12]#[N:13])=[CH:4][CH:3]=1.[Br:14]N1C(=O)CCC1=O. Given the product [Br:14][CH2:1][C:2]1[C:11]2[C:6](=[CH:7][CH:8]=[CH:9][CH:10]=2)[C:5]([C:12]#[N:13])=[CH:4][CH:3]=1, predict the reactants needed to synthesize it.